From a dataset of Catalyst prediction with 721,799 reactions and 888 catalyst types from USPTO. Predict which catalyst facilitates the given reaction. (1) Reactant: C(OC(=O)[NH:10][C@@H:11]([CH3:31])[CH2:12][O:13][Si:14]([C:27]([CH3:30])([CH3:29])[CH3:28])([C:21]1[CH:26]=[CH:25][CH:24]=[CH:23][CH:22]=1)[C:15]1[CH:20]=[CH:19][CH:18]=[CH:17][CH:16]=1)C1C=CC=CC=1. Product: [Si:14]([O:13][CH2:12][C@@H:11]([NH2:10])[CH3:31])([C:27]([CH3:29])([CH3:30])[CH3:28])([C:21]1[CH:22]=[CH:23][CH:24]=[CH:25][CH:26]=1)[C:15]1[CH:16]=[CH:17][CH:18]=[CH:19][CH:20]=1. The catalyst class is: 19. (2) Reactant: C(OC([N:8]1[CH2:13][CH2:12][CH2:11][CH2:10][C@@H:9]1[C:14]1[CH:18]=[C:17]([C:19]2[CH:24]=[CH:23][CH:22]=[C:21]([C:25]#[N:26])[CH:20]=2)[O:16][N:15]=1)=O)(C)(C)C.C(O)(C(F)(F)F)=O. Product: [NH:8]1[CH2:13][CH2:12][CH2:11][CH2:10][C@@H:9]1[C:14]1[CH:18]=[C:17]([C:19]2[CH:20]=[C:21]([CH:22]=[CH:23][CH:24]=2)[C:25]#[N:26])[O:16][N:15]=1. The catalyst class is: 326. (3) Reactant: [C:1]([O:4][C:5]1[CH:6]=[C:7](C2N=C(N)N=C(N)C=2F)[CH:8]=[CH:9][CH:10]=1)(=[O:3])[CH3:2].[OH:20][C:21]1[CH:22]=[C:23]([NH:27][C:28]2[N:33]=[C:32]([NH:34]C3C=CC=C(O)C=3)[C:31]([F:42])=[CH:30][N:29]=2)[CH:24]=[CH:25][CH:26]=1.[C:43](Cl)(=[O:45])[CH3:44].N1C=CC=CC=1. Product: [C:43]([O:20][C:21]1[CH:22]=[C:23]([NH:27][C:28]2[N:33]=[C:32]([NH:34][C:7]3[CH:8]=[CH:9][CH:10]=[C:5]([O:4][C:1](=[O:3])[CH3:2])[CH:6]=3)[C:31]([F:42])=[CH:30][N:29]=2)[CH:24]=[CH:25][CH:26]=1)(=[O:45])[CH3:44]. The catalyst class is: 2. (4) Reactant: [CH:1]([S:3]([NH:6][C:7]1[CH:8]=[C:9]2[C:14](=[CH:15][CH:16]=1)[CH2:13][N:12]([C:17]([O:19][C:20]([CH3:23])([CH3:22])[CH3:21])=[O:18])[CH2:11][CH2:10]2)(=[O:5])=[O:4])=[CH2:2].[CH3:24][CH:25]([CH3:27])[O-:26].[Na+].[Cl-].[NH4+]. Product: [CH:25]([O:26][CH2:2][CH2:1][S:3]([NH:6][C:7]1[CH:8]=[C:9]2[C:14](=[CH:15][CH:16]=1)[CH2:13][N:12]([C:17]([O:19][C:20]([CH3:23])([CH3:22])[CH3:21])=[O:18])[CH2:11][CH2:10]2)(=[O:5])=[O:4])([CH3:27])[CH3:24]. The catalyst class is: 32. (5) Reactant: [OH:1][C:2]1[CH:3]=[CH:4][C:5]2[NH:10][C:9](=O)[CH2:8][O:7][C:6]=2[CH:12]=1.C1COCC1. Product: [NH4+:10].[OH-:1].[O:7]1[CH2:8][CH2:9][NH:10][C:5]2[CH:4]=[CH:3][C:2]([OH:1])=[CH:12][C:6]1=2. The catalyst class is: 6. (6) Reactant: N1C=CC=CC=1.CC(OI1(OC(C)=O)(OC(C)=O)OC(=O)C2C=CC=CC1=2)=O.[N:29]1([CH2:34][C:35]2[CH:40]=[CH:39][C:38]([CH2:41][CH2:42][CH2:43][OH:44])=[CH:37][CH:36]=2)[CH2:33][CH2:32][CH2:31][CH2:30]1. Product: [N:29]1([CH2:34][C:35]2[CH:40]=[CH:39][C:38]([CH2:41][CH2:42][CH:43]=[O:44])=[CH:37][CH:36]=2)[CH2:33][CH2:32][CH2:31][CH2:30]1. The catalyst class is: 2. (7) Reactant: [CH3:1][C:2]([CH3:20])([CH3:19])[CH2:3][CH2:4][NH:5][CH:6]1[CH2:11][CH2:10][N:9](C([O:14][C:15]([CH3:18])(C)C)=O)[CH2:8][CH2:7]1.[CH3:21][C:22]1[CH:29]=[CH:28][CH:27]=[CH:26][C:23]=1[CH:24]=[O:25].CO.[C:32]([O:35]CC)(=[O:34])[CH3:33]. Product: [C:15]([OH:14])(=[O:25])/[CH:18]=[CH:33]/[C:32]([OH:35])=[O:34].[CH3:20][C:2]([CH3:1])([CH3:19])[CH2:3][CH2:4][N:5]([CH2:21][C:22]1[CH:29]=[CH:28][CH:27]=[CH:26][C:23]=1[CH3:24])[CH:6]1[CH2:7][CH2:8][NH:9][CH2:10][CH2:11]1. The catalyst class is: 244. (8) Product: [CH2:9]([O:8][C:7]1[CH:6]=[CH:5][C:4]([NH2:11])=[N:3][CH:2]=1)[CH3:10]. The catalyst class is: 591. Reactant: Br[C:2]1[C:7]([O:8][CH2:9][CH3:10])=[CH:6][CH:5]=[C:4]([N+:11]([O-])=O)[N:3]=1. (9) Reactant: [CH3:1][O:2][C:3]1[CH:4]=[C:5]2[C:10](=[CH:11][C:12]=1[O:13][CH3:14])[N:9]=[CH:8][CH:7]=[C:6]2[O:15][C:16]1[C:17]([CH3:27])=[C:18]2[C:23](=[CH:24][CH:25]=1)[CH:22]=[C:21]([NH2:26])[CH:20]=[CH:19]2.[C:28](Cl)(=[O:35])[C:29]1[CH:34]=[CH:33][CH:32]=[CH:31][CH:30]=1.C([O-])([O-])=O.[K+].[K+]. Product: [CH3:1][O:2][C:3]1[CH:4]=[C:5]2[C:10](=[CH:11][C:12]=1[O:13][CH3:14])[N:9]=[CH:8][CH:7]=[C:6]2[O:15][C:16]1[C:17]([CH3:27])=[C:18]2[C:23](=[CH:24][CH:25]=1)[CH:22]=[C:21]([NH:26][C:28](=[O:35])[C:29]1[CH:34]=[CH:33][CH:32]=[CH:31][CH:30]=1)[CH:20]=[CH:19]2. The catalyst class is: 2.